Binary Classification. Given a T-cell receptor sequence (or CDR3 region) and an epitope sequence, predict whether binding occurs between them. From a dataset of TCR-epitope binding with 47,182 pairs between 192 epitopes and 23,139 TCRs. (1) The epitope is DATYQRTRALVR. The TCR CDR3 sequence is CASSSGGDERYTGELFF. Result: 1 (the TCR binds to the epitope). (2) The epitope is FLNGSCGSV. The TCR CDR3 sequence is CASSQAAGGLSYNEQFF. Result: 1 (the TCR binds to the epitope). (3) The epitope is FIAGLIAIV. The TCR CDR3 sequence is CASSQDLIFLGGPSTDTQYF. Result: 1 (the TCR binds to the epitope). (4) The epitope is VSFIEFVGW. The TCR CDR3 sequence is CATSDTLDGYDEQFF. Result: 0 (the TCR does not bind to the epitope).